The task is: Predict the reactants needed to synthesize the given product.. This data is from Full USPTO retrosynthesis dataset with 1.9M reactions from patents (1976-2016). (1) Given the product [CH2:17]([O:15][CH2:14][CH2:13][C:11]1[N:10]([CH3:16])[N:9]=[C:8]([N:3]2[C:4]([CH3:7])=[CH:5][CH:6]=[C:2]2[CH3:1])[CH:12]=1)[C:18]1[CH:23]=[CH:22][CH:21]=[CH:20][CH:19]=1, predict the reactants needed to synthesize it. The reactants are: [CH3:1][C:2]1[N:3]([C:8]2[CH:12]=[C:11]([CH2:13][CH2:14][OH:15])[N:10]([CH3:16])[N:9]=2)[C:4]([CH3:7])=[CH:5][CH:6]=1.[CH2:17](Br)[C:18]1[CH:23]=[CH:22][CH:21]=[CH:20][CH:19]=1.O1CCCC1.[H-].[Na+]. (2) Given the product [C:26]1([C:24]2[N:25]=[C:20]([NH:19][C:47](=[O:48])[C:46]([F:57])([F:56])[F:45])[C:21]([C:32]([O:34][CH3:35])=[O:33])=[N:22][CH:23]=2)[CH:31]=[CH:30][CH:29]=[CH:28][CH:27]=1, predict the reactants needed to synthesize it. The reactants are: CNC1C(C(OC)=O)=NC=C(C2C=CC=CC=2)N=1.[NH2:19][C:20]1[C:21]([C:32]([O:34][CH3:35])=[O:33])=[N:22][CH:23]=[C:24]([C:26]2[CH:31]=[CH:30][CH:29]=[CH:28][CH:27]=2)[N:25]=1.CCN(C(C)C)C(C)C.[F:45][C:46]([F:57])([F:56])[C:47](O[C:47](=[O:48])[C:46]([F:57])([F:56])[F:45])=[O:48]. (3) Given the product [Br:1][C:2]1[CH:7]=[CH:6][C:5]([O:8][CH2:12][C:13]2[CH:18]=[CH:17][CH:16]=[CH:15][CH:14]=2)=[CH:4][C:3]=1[Cl:9], predict the reactants needed to synthesize it. The reactants are: [Br:1][C:2]1[CH:7]=[CH:6][C:5]([OH:8])=[CH:4][C:3]=1[Cl:9].[H-].[Na+].[CH2:12](Cl)[C:13]1[CH:18]=[CH:17][CH:16]=[CH:15][CH:14]=1. (4) Given the product [C:9]([O:13][C:14]([N:16]1[CH2:21][CH2:20][CH:19]([NH:22][C:5]2[N:4]=[CH:3][C:2]([Br:1])=[CH:7][N:6]=2)[CH2:18][CH2:17]1)=[O:15])([CH3:12])([CH3:10])[CH3:11], predict the reactants needed to synthesize it. The reactants are: [Br:1][C:2]1[CH:3]=[N:4][C:5](Cl)=[N:6][CH:7]=1.[C:9]([O:13][C:14]([N:16]1[CH2:21][CH2:20][CH:19]([NH2:22])[CH2:18][CH2:17]1)=[O:15])([CH3:12])([CH3:11])[CH3:10]. (5) Given the product [CH2:1]([C:3]1[CH:8]=[N:7][C:6]([N:9]([CH2:14][C:15]2[CH:20]=[CH:19][C:18]([O:21][C:22]([F:24])([F:25])[F:23])=[CH:17][CH:16]=2)[CH2:10][CH2:11][CH:12]=[O:13])=[N:5][CH:4]=1)[CH3:2], predict the reactants needed to synthesize it. The reactants are: [CH2:1]([C:3]1[CH:4]=[N:5][C:6]([N:9]([CH2:14][C:15]2[CH:20]=[CH:19][C:18]([O:21][C:22]([F:25])([F:24])[F:23])=[CH:17][CH:16]=2)[CH2:10][CH2:11][CH2:12][OH:13])=[N:7][CH:8]=1)[CH3:2].CC(OI1(OC(C)=O)(OC(C)=O)OC(=O)C2C=CC=CC1=2)=O. (6) The reactants are: [F:1][C:2]1[CH:36]=[C:35]([NH:37][C:38]([NH:40][C:41](=[O:49])[CH2:42][C:43]2[CH:48]=[CH:47][CH:46]=[CH:45][CH:44]=2)=[S:39])[CH:34]=[CH:33][C:3]=1[O:4][C:5]1[CH:10]=[CH:9][N:8]=[C:7]2[CH:11]=[C:12]([C:14]3[N:15]([CH3:32])[C:16]([CH2:19][N:20]([CH2:28][CH2:29][O:30][CH3:31])C(=O)OC(C)(C)C)=[CH:17][N:18]=3)[S:13][C:6]=12.C(O)(C(F)(F)F)=O. Given the product [F:1][C:2]1[CH:36]=[C:35]([NH:37][C:38]([NH:40][C:41](=[O:49])[CH2:42][C:43]2[CH:44]=[CH:45][CH:46]=[CH:47][CH:48]=2)=[S:39])[CH:34]=[CH:33][C:3]=1[O:4][C:5]1[CH:10]=[CH:9][N:8]=[C:7]2[CH:11]=[C:12]([C:14]3[N:15]([CH3:32])[C:16]([CH2:19][NH:20][CH2:28][CH2:29][O:30][CH3:31])=[CH:17][N:18]=3)[S:13][C:6]=12, predict the reactants needed to synthesize it. (7) The reactants are: FC(F)(F)S(O[C:7]1[CH:16]=[CH:15][C:10]([C:11]([O:13][CH3:14])=[O:12])=[CH:9][C:8]=1[C:17]([O:19][C:20]([CH3:23])([CH3:22])[CH3:21])=[O:18])(=O)=O.C([O-])(=O)C.[K+].[CH3:31][C:32]1([CH3:48])[C:36]([CH3:38])([CH3:37])[O:35][B:34]([B:34]2[O:35][C:36]([CH3:38])([CH3:37])[C:32]([CH3:48])([CH3:31])[O:33]2)[O:33]1. Given the product [CH3:31][C:32]1([CH3:48])[C:36]([CH3:38])([CH3:37])[O:35][B:34]([C:7]2[CH:16]=[CH:15][C:10]([C:11]([O:13][CH3:14])=[O:12])=[CH:9][C:8]=2[C:17]([O:19][C:20]([CH3:23])([CH3:22])[CH3:21])=[O:18])[O:33]1, predict the reactants needed to synthesize it. (8) Given the product [Cl:10][C:11]1[CH:12]=[C:13]([C:18]2[C:23]([C:24]([NH:26][CH2:27][CH2:28][CH2:29][C:30]3[CH:35]=[CH:34][CH:33]=[CH:32][CH:31]=3)=[O:25])=[C:22]([CH3:36])[N:21]=[C:20]([O:7][C:1]3[CH:6]=[CH:5][CH:4]=[CH:3][CH:2]=3)[N:19]=2)[CH:14]=[C:15]([Cl:17])[CH:16]=1, predict the reactants needed to synthesize it. The reactants are: [C:1]1([OH:7])[CH:6]=[CH:5][CH:4]=[CH:3][CH:2]=1.[H-].[Na+].[Cl:10][C:11]1[CH:12]=[C:13]([C:18]2[C:23]([C:24]([NH:26][CH2:27][CH2:28][CH2:29][C:30]3[CH:35]=[CH:34][CH:33]=[CH:32][CH:31]=3)=[O:25])=[C:22]([CH3:36])[N:21]=[C:20](S(C)(=O)=O)[N:19]=2)[CH:14]=[C:15]([Cl:17])[CH:16]=1. (9) Given the product [CH:11]1([N:17]([CH3:18])[C:2]2[C:3]3[CH:10]=[CH:9][NH:8][C:4]=3[N:5]=[CH:6][N:7]=2)[CH2:16][CH2:15][CH2:14][CH2:13][CH2:12]1, predict the reactants needed to synthesize it. The reactants are: Cl[C:2]1[C:3]2[CH:10]=[CH:9][NH:8][C:4]=2[N:5]=[CH:6][N:7]=1.[CH:11]1([NH:17][CH3:18])[CH2:16][CH2:15][CH2:14][CH2:13][CH2:12]1.C(O)(C)(C)C.Cl. (10) Given the product [CH3:29][N:2]([CH3:1])[C:3]1([C:23]2[CH:28]=[CH:27][CH:26]=[CH:25][CH:24]=2)[CH2:8][CH2:7][CH:6]([C:9]2[NH:10][C:11]3[C:16]([C:17]=2[CH2:18][C:19]([O:21][CH3:22])=[O:20])=[CH:15][CH:14]=[CH:13][CH:12]=3)[CH2:5][CH2:4]1, predict the reactants needed to synthesize it. The reactants are: [CH3:1][N:2]([CH3:29])[C:3]1([C:23]2[CH:28]=[CH:27][CH:26]=[CH:25][CH:24]=2)[CH2:8][CH2:7][C:6]([C:9]2[NH:10][C:11]3[C:16]([C:17]=2[CH2:18][C:19]([O:21][CH3:22])=[O:20])=[CH:15][CH:14]=[CH:13][CH:12]=3)=[CH:5][CH2:4]1.